From a dataset of Forward reaction prediction with 1.9M reactions from USPTO patents (1976-2016). Predict the product of the given reaction. (1) Given the reactants Br[C:2]1[C:8]([O:9][CH3:10])=[CH:7][CH:6]=[CH:5][C:3]=1[NH2:4].SC1SC2C(OC)=CC=CC=2N=1.[Cl:23][C:24]1[S:25]C2C=CC(Cl)=CC=2N=1, predict the reaction product. The product is: [Cl:23][C:24]1[S:25][C:2]2[C:8]([O:9][CH3:10])=[CH:7][CH:6]=[CH:5][C:3]=2[N:4]=1. (2) Given the reactants [NH2:1][C:2]1[CH:7]=[C:6]([NH2:8])[CH:5]=[CH:4][C:3]=1[N+:9]([O-:11])=[O:10].C[Si](C)(C)[N-][Si](C)(C)C.[K+].[C:22](O[C:22]([O:24][C:25]([CH3:28])([CH3:27])[CH3:26])=[O:23])([O:24][C:25]([CH3:28])([CH3:27])[CH3:26])=[O:23].[Na+].[Cl-], predict the reaction product. The product is: [NH2:1][C:2]1[CH:7]=[C:6]([NH:8][C:22]([O:24][C:25]([CH3:28])([CH3:27])[CH3:26])=[O:23])[CH:5]=[CH:4][C:3]=1[N+:9]([O-:11])=[O:10]. (3) The product is: [O:1]1[C:5]2[CH:6]=[CH:7][C:8]([CH2:10][CH2:11][N:12]([CH3:28])[CH2:13][CH2:14][CH2:15][N:16]([C:18]3[S:22][N:21]=[C:20]([N:23]4[CH:27]=[CH:26][N:25]=[CH:24]4)[N:19]=3)[CH3:17])=[CH:9][C:4]=2[O:3][CH2:2]1. Given the reactants [O:1]1[C:5]2[CH:6]=[CH:7][C:8]([CH2:10][CH2:11][NH:12][CH2:13][CH2:14][CH2:15][N:16]([C:18]3[S:22][N:21]=[C:20]([N:23]4[CH:27]=[CH:26][N:25]=[CH:24]4)[N:19]=3)[CH3:17])=[CH:9][C:4]=2[O:3][CH2:2]1.[CH2:28]=O, predict the reaction product. (4) Given the reactants [CH:1]1([NH:4][C:5](=[O:23])[C:6]2[CH:11]=[CH:10][C:9]([CH3:12])=[C:8]([NH:13][C:14](=[O:22])[C:15]3[CH:20]=[CH:19][C:18]([OH:21])=[CH:17][CH:16]=3)[CH:7]=2)[CH2:3][CH2:2]1.C(=O)([O-])[O-].[K+].[K+].Cl.Cl[CH2:32][C:33]1[CH:38]=[CH:37][CH:36]=[CH:35][N:34]=1.C(OCC)(=O)C, predict the reaction product. The product is: [CH:1]1([NH:4][C:5](=[O:23])[C:6]2[CH:11]=[CH:10][C:9]([CH3:12])=[C:8]([NH:13][C:14](=[O:22])[C:15]3[CH:16]=[CH:17][C:18]([O:21][CH2:32][C:33]4[CH:38]=[CH:37][CH:36]=[CH:35][N:34]=4)=[CH:19][CH:20]=3)[CH:7]=2)[CH2:2][CH2:3]1.